This data is from CYP1A2 inhibition data for predicting drug metabolism from PubChem BioAssay. The task is: Regression/Classification. Given a drug SMILES string, predict its absorption, distribution, metabolism, or excretion properties. Task type varies by dataset: regression for continuous measurements (e.g., permeability, clearance, half-life) or binary classification for categorical outcomes (e.g., BBB penetration, CYP inhibition). Dataset: cyp1a2_veith. (1) The result is 0 (non-inhibitor). The molecule is CCO[P@]1(=O)OC[C@@H]2O[C@H](n3cnc4c(N)ncnc43)[C@H](O)[C@@H]2O1.c1ccccc1. (2) The compound is C[C@@]12CC[C@H]3[C@@H](CC[C@H]4C[C@@H](O)CC[C@]43C)[C@@]1(O)C[C@@H](O)[C@@H]2C1=CC(=O)OC1. The result is 0 (non-inhibitor).